This data is from Catalyst prediction with 721,799 reactions and 888 catalyst types from USPTO. The task is: Predict which catalyst facilitates the given reaction. (1) Reactant: C([O:3][C:4]([CH:6]1[CH2:11][CH2:10][N:9]([S:12]([C:15]2[CH:20]=[CH:19][C:18]([CH3:21])=[CH:17][CH:16]=2)(=[O:14])=[O:13])[CH2:8][CH2:7]1)=O)C.[H-].[H-].[H-].[H-].[Li+].[Al+3].C1COCC1. Product: [C:18]1([CH3:21])[CH:17]=[CH:16][C:15]([S:12]([N:9]2[CH2:8][CH2:7][CH:6]([CH2:4][OH:3])[CH2:11][CH2:10]2)(=[O:13])=[O:14])=[CH:20][CH:19]=1. The catalyst class is: 2. (2) Reactant: [C:1]1([CH3:20])[CH:6]=[CH:5][C:4]([S:7]([N:10]2[C:14]3=[N:15][CH:16]=[CH:17][CH:18]=[C:13]3[CH2:12][C:11]2=[O:19])(=[O:9])=[O:8])=[CH:3][CH:2]=1.C(N(C(C)C)CC)(C)C.[F:30][C:31]([F:44])([F:43])[S:32](O[S:32]([C:31]([F:44])([F:43])[F:30])(=[O:34])=[O:33])(=[O:34])=[O:33].C(=O)(O)[O-].[Na+]. Product: [C:1]1([CH3:20])[CH:2]=[CH:3][C:4]([S:7]([N:10]2[C:14]3=[N:15][CH:16]=[CH:17][CH:18]=[C:13]3[CH:12]=[C:11]2[O:19][S:32]([C:31]([F:44])([F:43])[F:30])(=[O:34])=[O:33])(=[O:9])=[O:8])=[CH:5][CH:6]=1. The catalyst class is: 46.